From a dataset of NCI-60 drug combinations with 297,098 pairs across 59 cell lines. Regression. Given two drug SMILES strings and cell line genomic features, predict the synergy score measuring deviation from expected non-interaction effect. (1) Drug 1: CC1=C2C(C(=O)C3(C(CC4C(C3C(C(C2(C)C)(CC1OC(=O)C(C(C5=CC=CC=C5)NC(=O)C6=CC=CC=C6)O)O)OC(=O)C7=CC=CC=C7)(CO4)OC(=O)C)O)C)OC(=O)C. Drug 2: CC1C(C(CC(O1)OC2CC(OC(C2O)C)OC3=CC4=CC5=C(C(=O)C(C(C5)C(C(=O)C(C(C)O)O)OC)OC6CC(C(C(O6)C)O)OC7CC(C(C(O7)C)O)OC8CC(C(C(O8)C)O)(C)O)C(=C4C(=C3C)O)O)O)O. Cell line: SNB-19. Synergy scores: CSS=60.0, Synergy_ZIP=-1.26, Synergy_Bliss=2.17, Synergy_Loewe=-3.41, Synergy_HSA=2.33. (2) Synergy scores: CSS=18.8, Synergy_ZIP=2.15, Synergy_Bliss=1.61, Synergy_Loewe=-1.03, Synergy_HSA=2.67. Drug 2: COCCOC1=C(C=C2C(=C1)C(=NC=N2)NC3=CC=CC(=C3)C#C)OCCOC.Cl. Drug 1: C1CN1C2=NC(=NC(=N2)N3CC3)N4CC4. Cell line: KM12. (3) Drug 1: CC1=CC2C(CCC3(C2CCC3(C(=O)C)OC(=O)C)C)C4(C1=CC(=O)CC4)C. Drug 2: CC1=C(C=C(C=C1)NC(=O)C2=CC=C(C=C2)CN3CCN(CC3)C)NC4=NC=CC(=N4)C5=CN=CC=C5. Cell line: UACC-257. Synergy scores: CSS=-3.52, Synergy_ZIP=1.47, Synergy_Bliss=-1.24, Synergy_Loewe=-4.94, Synergy_HSA=-3.96. (4) Drug 1: CC1=CC2C(CCC3(C2CCC3(C(=O)C)OC(=O)C)C)C4(C1=CC(=O)CC4)C. Drug 2: C1CN(P(=O)(OC1)NCCCl)CCCl. Cell line: OVCAR3. Synergy scores: CSS=-0.317, Synergy_ZIP=3.08, Synergy_Bliss=2.35, Synergy_Loewe=-0.143, Synergy_HSA=-0.483. (5) Drug 1: CCC1=CC2CC(C3=C(CN(C2)C1)C4=CC=CC=C4N3)(C5=C(C=C6C(=C5)C78CCN9C7C(C=CC9)(C(C(C8N6C)(C(=O)OC)O)OC(=O)C)CC)OC)C(=O)OC.C(C(C(=O)O)O)(C(=O)O)O. Drug 2: C1CNP(=O)(OC1)N(CCCl)CCCl. Cell line: SK-MEL-2. Synergy scores: CSS=57.1, Synergy_ZIP=7.51, Synergy_Bliss=6.22, Synergy_Loewe=-59.7, Synergy_HSA=6.13. (6) Drug 1: CC12CCC3C(C1CCC2=O)CC(=C)C4=CC(=O)C=CC34C. Drug 2: C1C(C(OC1N2C=NC3=C(N=C(N=C32)Cl)N)CO)O. Cell line: U251. Synergy scores: CSS=46.6, Synergy_ZIP=-0.216, Synergy_Bliss=0.434, Synergy_Loewe=1.18, Synergy_HSA=0.589.